From a dataset of Peptide-MHC class I binding affinity with 185,985 pairs from IEDB/IMGT. Regression. Given a peptide amino acid sequence and an MHC pseudo amino acid sequence, predict their binding affinity value. This is MHC class I binding data. (1) The peptide sequence is HIYLGSANM. The MHC is HLA-A02:06 with pseudo-sequence HLA-A02:06. The binding affinity (normalized) is 0.335. (2) The peptide sequence is NWSPTAALVV. The MHC is Patr-A0901 with pseudo-sequence Patr-A0901. The binding affinity (normalized) is 0.316. (3) The peptide sequence is VTFRERYSY. The MHC is HLA-A68:01 with pseudo-sequence HLA-A68:01. The binding affinity (normalized) is 0.569. (4) The peptide sequence is FLRDNRAVL. The MHC is HLA-A11:01 with pseudo-sequence HLA-A11:01. The binding affinity (normalized) is 0.0847. (5) The peptide sequence is GTIAGGVCY. The MHC is HLA-A33:01 with pseudo-sequence HLA-A33:01. The binding affinity (normalized) is 0. (6) The peptide sequence is FPHTELANL. The MHC is HLA-C06:02 with pseudo-sequence HLA-C06:02. The binding affinity (normalized) is 0.0847. (7) The peptide sequence is AMHDKKIDIL. The MHC is HLA-A02:02 with pseudo-sequence HLA-A02:02. The binding affinity (normalized) is 0.449. (8) The peptide sequence is PIQKETWDTW. The MHC is HLA-A24:02 with pseudo-sequence HLA-A24:02. The binding affinity (normalized) is 0.0792. (9) The peptide sequence is FVFILTAIL. The MHC is HLA-A02:01 with pseudo-sequence HLA-A02:01. The binding affinity (normalized) is 0.870. (10) The peptide sequence is RRDNRRGL. The MHC is Mamu-A07 with pseudo-sequence Mamu-A07. The binding affinity (normalized) is 0.